This data is from Peptide-MHC class I binding affinity with 185,985 pairs from IEDB/IMGT. The task is: Regression. Given a peptide amino acid sequence and an MHC pseudo amino acid sequence, predict their binding affinity value. This is MHC class I binding data. The MHC is HLA-A03:01 with pseudo-sequence HLA-A03:01. The peptide sequence is TSGPGELRK. The binding affinity (normalized) is 0.549.